From a dataset of Reaction yield outcomes from USPTO patents with 853,638 reactions. Predict the reaction yield, written as a fraction of the theoretical maximum amount of product (1.0 means a 100% yield; for example, 0.34 means a 34% yield). (1) The reactants are [OH:1][CH2:2][C@H:3]1[O:7][C:6](=[O:8])[NH:5][CH2:4]1.N1C=CN=C1.[C:14]([Si:18](Cl)([C:25]1[CH:30]=[CH:29][CH:28]=[CH:27][CH:26]=1)[C:19]1[CH:24]=[CH:23][CH:22]=[CH:21][CH:20]=1)([CH3:17])([CH3:16])[CH3:15].Cl. The catalyst is CN(C)C=O. The product is [Si:18]([O:1][CH2:2][C@H:3]1[O:7][C:6](=[O:8])[NH:5][CH2:4]1)([C:14]([CH3:17])([CH3:16])[CH3:15])([C:25]1[CH:26]=[CH:27][CH:28]=[CH:29][CH:30]=1)[C:19]1[CH:24]=[CH:23][CH:22]=[CH:21][CH:20]=1. The yield is 0.740. (2) The reactants are ON1C2C=CC=CC=2N=N1.[NH2:11][CH2:12][CH2:13][C:14]1[C:22]2[C:17](=[CH:18][CH:19]=[CH:20][CH:21]=2)[NH:16][CH:15]=1.[CH3:23][N:24]1[CH2:29]CO[CH2:26][CH2:25]1.Cl.CN(C)[C:33]1([C:43]2[CH:48]=[CH:47][CH:46]=[CH:45][CH:44]=2)CC[C:36](=[CH:39][C:40](O)=[O:41])[CH2:35][CH2:34]1.C1(N=C=NC2CCCCC2)CCCCC1.[OH-].[Na+]. The catalyst is CN(C)C=O.O. The product is [CH3:29][N:24]([CH:25]1[CH2:26][CH:33]([C:43]2[CH:48]=[CH:47][CH:46]=[CH:45][CH:44]=2)[CH2:34][CH2:35][C:36]1=[CH:39][C:40]([NH:11][CH2:12][CH2:13][C:14]1[C:22]2[C:17](=[CH:18][CH:19]=[CH:20][CH:21]=2)[NH:16][CH:15]=1)=[O:41])[CH3:23]. The yield is 0.310. (3) The reactants are Cl[C:2]1[CH:7]=[CH:6][N:5]=[C:4]([NH2:8])[N:3]=1.[C:9]([N:16]1[CH2:21][CH2:20][NH:19][CH2:18][CH2:17]1)([O:11][C:12]([CH3:15])([CH3:14])[CH3:13])=[O:10]. The catalyst is C1COCC1. The product is [NH2:8][C:4]1[N:3]=[C:2]([N:19]2[CH2:18][CH2:17][N:16]([C:9]([O:11][C:12]([CH3:15])([CH3:14])[CH3:13])=[O:10])[CH2:21][CH2:20]2)[CH:7]=[CH:6][N:5]=1. The yield is 0.600. (4) The reactants are Cl.C[O:3][C:4](=[O:39])[C:5]1[CH:10]=[CH:9][C:8]([CH2:11][O:12][C:13]2[CH:18]=[CH:17][C:16]([CH2:19][C@H:20]([NH2:38])[C:21]3[N:22]([CH2:34][CH2:35][CH2:36][CH3:37])[CH:23]=[C:24]([C:26]4[CH:31]=[CH:30][C:29]([Cl:32])=[CH:28][C:27]=4[Cl:33])[N:25]=3)=[CH:15][CH:14]=2)=[CH:7][CH:6]=1.[C:40](O)(=[O:46])[C:41]#[C:42][CH2:43][CH2:44][CH3:45]. No catalyst specified. The product is [CH2:34]([N:22]1[CH:23]=[C:24]([C:26]2[CH:31]=[CH:30][C:29]([Cl:32])=[CH:28][C:27]=2[Cl:33])[N:25]=[C:21]1[C@@H:20]([NH:38][C:40](=[O:46])[C:41]#[C:42][CH2:43][CH2:44][CH3:45])[CH2:19][C:16]1[CH:17]=[CH:18][C:13]([O:12][CH2:11][C:8]2[CH:7]=[CH:6][C:5]([C:4]([OH:3])=[O:39])=[CH:10][CH:9]=2)=[CH:14][CH:15]=1)[CH2:35][CH2:36][CH3:37]. The yield is 0.650. (5) The reactants are [OH:1][C:2]1[CH:3]=[CH:4][C:5]([C:8]([OH:10])=O)=[N:6][CH:7]=1.C(N(C(C)C)CC)(C)C.O.ON1C2C=CC=CC=2N=N1.CCN=C=NCCCN(C)C.Cl.[C:43]1([CH2:49][CH2:50][CH2:51][NH2:52])[CH:48]=[CH:47][CH:46]=[CH:45][CH:44]=1. The catalyst is ClCCl. The product is [C:43]1([CH2:49][CH2:50][CH2:51][NH:52][C:8]([C:5]2[CH:4]=[CH:3][C:2]([OH:1])=[CH:7][N:6]=2)=[O:10])[CH:48]=[CH:47][CH:46]=[CH:45][CH:44]=1. The yield is 0.610. (6) The reactants are [N+:1]([C:4]1[CH:18]=[CH:17][C:7]([CH2:8][C:9]2[CH:14]=[CH:13][N:12]=[C:11]([C:15]#[N:16])[CH:10]=2)=[CH:6][CH:5]=1)([O-])=O.N1C=CC=CC=1. The catalyst is C(O)C.[Pd]. The product is [NH2:1][C:4]1[CH:5]=[CH:6][C:7]([CH2:8][C:9]2[CH:14]=[CH:13][N:12]=[C:11]([C:15]#[N:16])[CH:10]=2)=[CH:17][CH:18]=1. The yield is 0.610.